The task is: Binary Classification. Given a miRNA mature sequence and a target amino acid sequence, predict their likelihood of interaction.. This data is from Experimentally validated miRNA-target interactions with 360,000+ pairs, plus equal number of negative samples. (1) The miRNA is hsa-miR-6510-3p with sequence CACCGACUCUGUCUCCUGCAG. The protein sequence of the target gene is MELDFGHFDERDKASRNMRGSRMNGLPSPTHSAHCSFYRTRTLQALSNEKKAKKVRFYRNGDRYFKGIVYAVSSDRFRSFDALLADLTRSLSDNINLPQGVRYIYTIDGSRKIGSMDELEEGESYVCSSDNFFKKVEYTKNVNPNWSVNVKTSANMKAPQSLASSNSAQARENKDFVRPKLVTIIRSGVKPRKAVRVLLNKKTAHSFEQVLTDITEAIKLETGVVKKLYTLDGKQVTCLHDFFGDDDVFIACGPEKFRYAQDDFSLDENECRVMKGNPSAAAGPKASPTPQKTSAKSPGP.... Result: 0 (no interaction). (2) The miRNA is hsa-miR-2115-5p with sequence AGCUUCCAUGACUCCUGAUGGA. Result: 1 (interaction). The protein sequence of the target gene is MGEKPGTRVFKKSSPNCKLTVYLGKRDFVDHLDKVDPVDGVVLVDPDYLKDRKVFVTLTCAFRYGREDLDVLGLSFRKDLFIATYQAFPPVPNPPRPPTRLQDRLLRKLGQHAHPFFFTIPQNLPCSVTLQPGPEDTGKACGVDFEIRAFCAKSLEEKSHKRNSVRLVIRKVQFAPEKPGPQPSAETTRHFLMSDRSLHLEASLDKELYYHGEPLNVNVHVTNNSTKTVKKIKVSVRQYADICLFSTAQYKCPVAQLEQDDQVSPSSTFCKVYTITPLLSDNREKRGLALDGKLKHEDTN.... (3) The miRNA is hsa-miR-590-3p with sequence UAAUUUUAUGUAUAAGCUAGU. The protein sequence of the target gene is MAVAVRALQEQLEKAKESLKNVDENIRKLTGRDPNDVRPIQARLLALSGPGGGRGRGSLLLRRGFSDSGGGPPAKQRDLEGAVSRLGGERRTRRESRQESDPEDDDVKKPALQSSVVATSKERTRDLIQDQNMDEKGKQRNRRIFGLLMGTLQKFKQESTVATERQKRRQEIEQKLEVQAEEERKQVENERRELFEERRAKQTELRLLEQKVELAQLQEEWNEHNAKIIKYIRTKTKPHLFYIPGRMCPATQKLIEESQRKMNALFEGRRIEFAEQINKMEARPRRQSMKEKEHQVVRNE.... Result: 0 (no interaction). (4) Result: 0 (no interaction). The protein sequence of the target gene is MSSGAASGTGRGRPRGGGPGPRDPPPGETHKLVVVGGGGVGKSALTIQFIQSYFVSDYDPTIEDSYTKICTVDGIPARLDILDTAGQEEFGAMREQYMRAGNGFLLVFAINDRQSFNEVGKLFTQILRVKDRDDFPIVLVGNKADLENQRQVLRSEASSFSASHHMTYFEASAKLRLNVDEAFEQLVRAVRKYQEQELPPSPPSAPRKKDGGCPCVLL. The miRNA is hsa-miR-33b-3p with sequence CAGUGCCUCGGCAGUGCAGCCC. (5) Result: 1 (interaction). The miRNA is hsa-miR-4443 with sequence UUGGAGGCGUGGGUUUU. The protein sequence of the target gene is MPCCSHRRCREDPGTSESQEMDPVAFDDVAVNFTQEEWALLDISQRKLYKEVMLETFRNLTSVGKSWKDQNIEYEYQNPRRNFRSLIEKKVNEIKDDSHCGETFTQVPDDRLNFQEKKASPEIKSCDSFVCGEVGLGNSSFNMNIRGDIGHKAYEYQEYGPKPCKCQQPKKAFRYHPSFRTPQRDHTGEKPYACKECGKTFISHSSIQRHVVMHSGDGPYKCKFCGKAFHCLSLYLIHERIHTGEKPYECKQCGKSFSYSATLRIHERTHTGEKPYECQQCGKAFHSPRCYRRHERIHTG.... (6) The miRNA is hsa-miR-4509 with sequence ACUAAAGGAUAUAGAAGGUUUU. The protein sequence of the target gene is MFRLLRWRLGRTLLRAAGRRCGGCTARLLPERTGDAGTGAERLRTRGAPARGHGVLPLLAALAWFSRPAATAEQPGEDASDEAEAEIIQLLKQAKLSIMKDEPEAAELILHDALRLAYESDNRKAITYTYDLMANLAFIRGQLENAEQLFKATMSYLLGGGMKQEDNAIIEISLKLANIYAAQNKQEFALAGYEFCISTLEGKIEREKELAEDIMSEETANTYLLLGMCLDSCARYLLFSKQLSQAQRMYEKALQICQEIQGERHPQTIVLMSDLATTLDAQGHFDDAYIYMQRASDLAR.... Result: 0 (no interaction). (7) The miRNA is mmu-miR-380-3p with sequence UAUGUAGUAUGGUCCACAUCUU. The protein sequence of the target gene is MWRAGSMSAELGVGCALRAVNERVQQAVARRPRDLPAIQPRLVAVSKTKPADMVIEAYGHGQRTFGENYVQELLEKASNPKILSLCPEIKWHFIGHLQKQNVNKLMAVPNLFMLETVDSVKLADKVNSSWQRKGSPERLKVMVQINTSGEESKHGLPPSETIAIVEHINAKCPNLEFVGLMTIGSFGHDLSQGPNPDFQLLLSLREELCKKLNIPADQVELSMGMSADFQHAVEVGSTNVRIGSTIFGERDYSKKPTPDKCAADVKAPLEVAQEH. Result: 0 (no interaction). (8) The protein sequence of the target gene is MGKRDRADRDKKKSRKRHYEDEEDDEEDAPGNDPQEAVPSAAGKQVDESGTKVDEYGAKDYRLQMPLKDDHTSRPLWVAPDGHIFLEAFSPVYKYAQDFLVAIAEPVCRPTHVHEYKLTAYSLYAAVSVGLQTSDITEYLRKLSKTGVPDGIMQFIKLCTVSYGKVKLVLKHNRYFVESCHPDVIQHLLQDPVIRECRLRNSEGEATELITETFTSKSAISKTAESSGGPSTSRVTDPQGKSDIPMDLFDFYEQMDKDEEEEEETQTVSFEVKQEMIEELQKRCIHLEYPLLAEYDFRND.... The miRNA is hsa-miR-543 with sequence AAACAUUCGCGGUGCACUUCUU. Result: 0 (no interaction). (9) The miRNA is hsa-miR-4519 with sequence CAGCAGUGCGCAGGGCUG. The protein sequence of the target gene is MESLRGYTHSDIGYRSLAVGEDIEEVNDEKLTVTSLMARGGEDEENTRSKPEYGTEAENNVGTEGSVPSDDQDREGGGGHEPEQQQEEPPLTKPEQQQEEPPLLELKQEQEEPPQTTVEGPQPAEGPQTAEGPQPPERKRRRRTAFTQFQLQELENFFDESQYPDVVARERLAARLNLTEDRVQVWFQNRRAKWKRNQRVLMLRNTATADLAHPLDMFLGGAYYAAPALDPALCVHLVPQLPRPPVLPVPPMPPRPPMVPMPPRPPIAPMPPMAPVPPGSRMAPVPPGPRMAPVPPWPPM.... Result: 0 (no interaction).